From a dataset of Forward reaction prediction with 1.9M reactions from USPTO patents (1976-2016). Predict the product of the given reaction. (1) Given the reactants [CH2:1]([O:8][C:9]1[CH:15]=[C:14]([Br:16])[CH:13]=[C:12]([N+:17]([O-:19])=[O:18])[C:10]=1[NH2:11])[C:2]1[CH:7]=[CH:6][CH:5]=[CH:4][CH:3]=1.[F:20][C:21]([F:32])([F:31])[C:22](O[C:22](=[O:23])[C:21]([F:32])([F:31])[F:20])=[O:23], predict the reaction product. The product is: [CH2:1]([O:8][C:9]1[CH:15]=[C:14]([Br:16])[CH:13]=[C:12]([N+:17]([O-:19])=[O:18])[C:10]=1[NH:11][C:22](=[O:23])[C:21]([F:32])([F:31])[F:20])[C:2]1[CH:7]=[CH:6][CH:5]=[CH:4][CH:3]=1. (2) Given the reactants O=[C:2]([CH2:9][CH3:10])[CH2:3][C:4]([O:6]CC)=O.C1(NN)C=CC=CC=1.[CH:19]1([C:22]2[N:26]([CH:27](C)C)[N:25]=[CH:24][C:23]=2C=O)[CH2:21][CH2:20]1, predict the reaction product. The product is: [CH2:9]([C:2]1[N:25]([C:24]2[CH:20]=[CH:21][CH:19]=[CH:22][CH:23]=2)[N:26]=[CH:27][C:3]=1[CH:4]=[O:6])[CH3:10]. (3) Given the reactants [CH:1]([O:4][C:5]1[CH:24]=[CH:23][C:8]([O:9][C:10]2[S:11][C:12]([C:15]3[S:19][C:18]([CH:20](O)[CH3:21])=[CH:17][CH:16]=3)=[CH:13][N:14]=2)=[CH:7][CH:6]=1)([CH3:3])[CH3:2].[C:25]1(=[O:35])[NH:29][C:28](=[O:30])[C:27]2=[CH:31][CH:32]=[CH:33][CH:34]=[C:26]12.C1(P(C2C=CC=CC=2)C2C=CC=CC=2)C=CC=CC=1.N(C(OCC)=O)=NC(OCC)=O, predict the reaction product. The product is: [CH:1]([O:4][C:5]1[CH:24]=[CH:23][C:8]([O:9][C:10]2[S:11][C:12]([C:15]3[S:19][C:18]([CH:20]([N:29]4[C:25](=[O:35])[C:26]5[C:27](=[CH:31][CH:32]=[CH:33][CH:34]=5)[C:28]4=[O:30])[CH3:21])=[CH:17][CH:16]=3)=[CH:13][N:14]=2)=[CH:7][CH:6]=1)([CH3:3])[CH3:2]. (4) The product is: [Br:1][C:2]1[CH:3]=[CH:4][C:5]([Cl:25])=[C:6]([C:8]2[C:17]3[C:12](=[CH:13][CH:14]=[CH:15][CH:16]=3)[C:11]([C@H:2]([CH3:3])[CH2:7][CH3:6])=[C:10]([C:28]([NH:27][CH3:26])=[O:29])[N:9]=2)[CH:7]=1. Given the reactants [Br:1][C:2]1[CH:3]=[CH:4][C:5]([Cl:25])=[C:6]([C:8]2[C:17]3[C:12](=[CH:13][CH:14]=[CH:15][CH:16]=3)[CH:11]=[C:10](C(N[C@H](C)CC)=O)[N:9]=2)[CH:7]=1.[CH3:26][N:27](C)[CH:28]=[O:29].[H-].[Na+].CI, predict the reaction product. (5) Given the reactants [Cl:1][C:2]1[N:3]=[C:4](Cl)[C:5]2[S:10][CH:9]=[C:8]([I:11])[C:6]=2[N:7]=1.[NH:13]1[CH2:18][CH2:17][O:16][CH2:15][CH2:14]1, predict the reaction product. The product is: [Cl:1][C:2]1[N:3]=[C:4]([N:13]2[CH2:18][CH2:17][O:16][CH2:15][CH2:14]2)[C:5]2[S:10][CH:9]=[C:8]([I:11])[C:6]=2[N:7]=1. (6) Given the reactants [Cl:1][C:2]1[C:10]2[C:9]3[CH2:11][N:12]([CH2:22][CH2:23][N:24]4[CH2:29][CH2:28][CH2:27][CH2:26][CH2:25]4)[C:13](=[O:21])[C@H:14]([CH2:16][C:17]([O:19]C)=[O:18])[CH2:15][C:8]=3[CH:7]=[C:6]([Cl:30])[C:5]=2[NH:4][N:3]=1.O1CCCC1.CO.O.O.[OH-].[Li+], predict the reaction product. The product is: [Cl:1][C:2]1[C:10]2[C:9]3[CH2:11][N:12]([CH2:22][CH2:23][N:24]4[CH2:25][CH2:26][CH2:27][CH2:28][CH2:29]4)[C:13](=[O:21])[C@H:14]([CH2:16][C:17]([OH:19])=[O:18])[CH2:15][C:8]=3[CH:7]=[C:6]([Cl:30])[C:5]=2[NH:4][N:3]=1. (7) Given the reactants [CH2:1]([C:5]1[CH:9]([C:10]2[CH:15]=[CH:14][CH:13]=[CH:12][CH:11]=2)[C:8]([CH3:17])([CH3:16])[NH:7][N:6]=1)[CH2:2][CH2:3][CH3:4].CCN(C(C)C)C(C)C.[Cl:27][C:28](OC(Cl)(Cl)Cl)=[O:29], predict the reaction product. The product is: [CH2:1]([C:5]1[CH:9]([C:10]2[CH:15]=[CH:14][CH:13]=[CH:12][CH:11]=2)[C:8]([CH3:16])([CH3:17])[N:7]([C:28]([Cl:27])=[O:29])[N:6]=1)[CH2:2][CH2:3][CH3:4]. (8) Given the reactants [OH:1][C@@H:2]([CH2:18][N:19]([C:24]1[CH:29]=[CH:28][C:27]([O:30][CH2:31][CH2:32][CH:33]([C:36]#[N:37])[CH2:34][CH3:35])=[CH:26][CH:25]=1)[CH2:20][CH:21]([CH3:23])[CH3:22])[CH2:3][O:4][C:5]1[C:17]2[C:16]3[C:11](=[CH:12][CH:13]=[CH:14][CH:15]=3)[NH:10][C:9]=2[CH:8]=[CH:7][CH:6]=1.C(=O)([O-])[O-:39].[K+].[K+].OO, predict the reaction product. The product is: [OH:1][C@@H:2]([CH2:18][N:19]([C:24]1[CH:25]=[CH:26][C:27]([O:30][CH2:31][CH2:32][CH:33]([C:36](=[O:39])[NH2:37])[CH2:34][CH3:35])=[CH:28][CH:29]=1)[CH2:20][CH:21]([CH3:23])[CH3:22])[CH2:3][O:4][C:5]1[C:17]2[C:16]3[C:11](=[CH:12][CH:13]=[CH:14][CH:15]=3)[NH:10][C:9]=2[CH:8]=[CH:7][CH:6]=1. (9) Given the reactants [CH2:1]([O:3][C:4](=[O:30])[CH2:5][C:6](=[O:29])/[CH:7]=[CH:8]/[C:9]1[C:10]([CH:26]2[CH2:28][CH2:27]2)=[N:11][C:12]2[C:17]([C:18]=1[C:19]1[CH:24]=[CH:23][C:22]([F:25])=[CH:21][CH:20]=1)=[CH:16][CH:15]=[CH:14][CH:13]=2)[CH3:2].C(O)=O.CCN(CC)CC.C([O-])(O)=O.[Na+], predict the reaction product. The product is: [CH2:1]([O:3][C:4](=[O:30])[CH2:5][CH:6]([OH:29])/[CH:7]=[CH:8]/[C:9]1[C:10]([CH:26]2[CH2:28][CH2:27]2)=[N:11][C:12]2[C:17]([C:18]=1[C:19]1[CH:24]=[CH:23][C:22]([F:25])=[CH:21][CH:20]=1)=[CH:16][CH:15]=[CH:14][CH:13]=2)[CH3:2]. (10) Given the reactants [NH2:1][C:2]1[CH:7]=[CH:6][CH:5]=[CH:4][C:3]=1[OH:8].[CH2:9]1[O:19][C:12]2([CH2:17][CH2:16][C:15](=O)[CH2:14][CH2:13]2)[O:11][CH2:10]1.C(O[BH-](OC(=O)C)OC(=O)C)(=O)C.[Na+], predict the reaction product. The product is: [O:11]1[C:12]2([CH2:17][CH2:16][CH:15]([NH:1][C:2]3[CH:7]=[CH:6][CH:5]=[CH:4][C:3]=3[OH:8])[CH2:14][CH2:13]2)[O:19][CH2:9][CH2:10]1.